Dataset: Full USPTO retrosynthesis dataset with 1.9M reactions from patents (1976-2016). Task: Predict the reactants needed to synthesize the given product. (1) Given the product [CH3:1][O:2][C:3]1[CH:4]=[C:5]2[C:9](=[CH:10][CH:11]=1)[NH:8][C:7]([C:12]([NH2:16])=[O:14])=[CH:6]2, predict the reactants needed to synthesize it. The reactants are: [CH3:1][O:2][C:3]1[CH:4]=[C:5]2[C:9](=[CH:10][CH:11]=1)[NH:8][C:7]([C:12]([OH:14])=O)=[CH:6]2.C[N:16](C)C=O.C(Cl)(=O)C(Cl)=O.[OH-].[NH4+]. (2) Given the product [CH2:1]([N:3]1[C:7]2=[N:8][C:9]([CH2:61][CH3:62])=[C:10]([CH2:19][N:20]([CH3:60])[C:21]([C:23]3[CH:28]=[CH:27][CH:26]=[C:25]([C:29]([NH:31][CH2:32][C:33]4[CH:38]=[C:37]([C:39]5[CH:44]=[CH:43][CH:42]=[C:41]([CH2:45][N:46]6[CH2:47][CH2:48][NH:49][CH2:50][CH2:51]6)[CH:40]=5)[C:36]([F:59])=[CH:35][CH:34]=4)=[O:30])[CH:24]=3)=[O:22])[C:11]([NH:12][CH:13]3[CH2:18][CH2:17][O:16][CH2:15][CH2:14]3)=[C:6]2[CH:5]=[N:4]1)[CH3:2], predict the reactants needed to synthesize it. The reactants are: [CH2:1]([N:3]1[C:7]2=[N:8][C:9]([CH2:61][CH3:62])=[C:10]([CH2:19][N:20]([CH3:60])[C:21]([C:23]3[CH:24]=[C:25]([C:29]([NH:31][CH2:32][C:33]4[CH:34]=[CH:35][C:36]([F:59])=[C:37]([C:39]5[CH:44]=[CH:43][CH:42]=[C:41]([CH2:45][N:46]6[CH2:51][CH2:50][N:49](C(OC(C)(C)C)=O)[CH2:48][CH2:47]6)[CH:40]=5)[CH:38]=4)=[O:30])[CH:26]=[CH:27][CH:28]=3)=[O:22])[C:11]([NH:12][CH:13]3[CH2:18][CH2:17][O:16][CH2:15][CH2:14]3)=[C:6]2[CH:5]=[N:4]1)[CH3:2].C(O)(C(F)(F)F)=O.C([O-])(O)=O.[Na+]. (3) Given the product [F:18][C:17]([F:20])([F:19])[C:39]([OH:34])=[O:40].[CH3:31][N:27]1[CH2:28][CH2:29][CH2:30][CH:26]1[CH2:25][CH2:24][NH:23][CH2:2][CH2:3][CH2:4][C:5]1[CH:10]=[C:9]([C:11]2[CH:16]=[CH:15][CH:14]=[C:13]([C:17]([F:20])([F:19])[F:18])[CH:12]=2)[N:8]=[C:7]([C:21]#[N:22])[N:6]=1.[CH3:31][N:27]1[CH2:28][CH2:29][CH2:30][CH:26]1[CH2:25][CH2:24][NH:23][CH2:2][CH2:3][CH2:4][C:5]1[CH:10]=[C:9]([C:11]2[CH:16]=[CH:15][CH:14]=[C:13]([C:17]([F:20])([F:19])[F:18])[CH:12]=2)[N:8]=[C:7]([C:21]#[N:22])[N:6]=1, predict the reactants needed to synthesize it. The reactants are: O=[CH:2][CH2:3][CH2:4][C:5]1[CH:10]=[C:9]([C:11]2[CH:16]=[CH:15][CH:14]=[C:13]([C:17]([F:20])([F:19])[F:18])[CH:12]=2)[N:8]=[C:7]([C:21]#[N:22])[N:6]=1.[NH2:23][CH2:24][CH2:25][CH:26]1[CH2:30][CH2:29][CH2:28][N:27]1[CH3:31].C(O)(=[O:34])C.C([BH3-])#N.[CH3:39][OH:40]. (4) Given the product [Br:1][C:2]1[CH:19]=[CH:18][C:5]([CH2:6][O:7][C:8]2[C:9]([CH2:15][CH2:16][NH:17][CH2:20][C:22]3[CH:31]=[CH:30][C:25]([C:26]([O:28][CH3:29])=[O:27])=[CH:24][CH:23]=3)=[N:10][C:11]([CH3:14])=[CH:12][CH:13]=2)=[CH:4][CH:3]=1, predict the reactants needed to synthesize it. The reactants are: [Br:1][C:2]1[CH:19]=[CH:18][C:5]([CH2:6][O:7][C:8]2[C:9]([CH2:15][CH2:16][NH2:17])=[N:10][C:11]([CH3:14])=[CH:12][CH:13]=2)=[CH:4][CH:3]=1.[CH:20]([C:22]1[CH:31]=[CH:30][C:25]([C:26]([O:28][CH3:29])=[O:27])=[CH:24][CH:23]=1)=O.[BH4-].[Na+].O.